From a dataset of Retrosynthesis with 50K atom-mapped reactions and 10 reaction types from USPTO. Predict the reactants needed to synthesize the given product. Given the product CCc1sc(-c2cnc(C)cn2)nc1-c1ccc(C(=O)OC)cc1, predict the reactants needed to synthesize it. The reactants are: CCC(Br)C(=O)c1ccc(C(=O)OC)cc1.Cc1cnc(C(N)=S)cn1.